This data is from Forward reaction prediction with 1.9M reactions from USPTO patents (1976-2016). The task is: Predict the product of the given reaction. (1) Given the reactants [CH2:1]([O:8][C:9]([N:11]1[CH2:16][CH2:15][C@H:14]([CH2:17][NH2:18])[C@H:13]([OH:19])[CH2:12]1)=[O:10])[C:2]1[CH:7]=[CH:6][CH:5]=[CH:4][CH:3]=1.F[C:21]1[CH:26]=[CH:25][CH:24]=[CH:23][N:22]=1, predict the reaction product. The product is: [CH2:1]([O:8][C:9]([N:11]1[CH2:16][CH2:15][C@H:14]([CH2:17][NH:18][C:21]2[CH:26]=[CH:25][CH:24]=[CH:23][N:22]=2)[C@H:13]([OH:19])[CH2:12]1)=[O:10])[C:2]1[CH:3]=[CH:4][CH:5]=[CH:6][CH:7]=1. (2) Given the reactants [CH2:1]([Mg]Br)[CH2:2][CH3:3].[Br:6][C:7]1[CH:8]=[C:9]([CH:12]=[CH:13][CH:14]=1)[CH2:10]Br.[NH4+].[Cl-], predict the reaction product. The product is: [Br:6][C:7]1[CH:14]=[CH:13][CH:12]=[C:9]([CH2:10][CH2:1][CH2:2][CH3:3])[CH:8]=1. (3) Given the reactants [CH3:1][N:2]([CH3:11])[C:3]1[CH:10]=[CH:9][C:6]([CH:7]=O)=[CH:5][CH:4]=1.[CH2:12]([C:14]1[CH:20]=[CH:19][C:17]([NH2:18])=[CH:16][CH:15]=1)[CH3:13], predict the reaction product. The product is: [CH3:1][N:2]([CH3:11])[C:3]1[CH:10]=[CH:9][C:6]([CH2:7][NH:18][C:17]2[CH:19]=[CH:20][C:14]([CH2:12][CH3:13])=[CH:15][CH:16]=2)=[CH:5][CH:4]=1. (4) Given the reactants [CH:1]1([CH2:4][O:5][C:6]2[CH:11]=[CH:10][C:9]([CH:12]([F:14])[F:13])=[CH:8][C:7]=2[C:15]2[C:16]3[NH:23][C:22]([CH3:24])=[C:21]([C:25](O)=[O:26])[C:17]=3[N:18]=[CH:19][N:20]=2)[CH2:3][CH2:2]1.Cl.[N:29]([C@H:32]1[CH2:37][CH2:36][C@H:35]([NH2:38])[C@@H:34]([F:39])[CH2:33]1)=[N+:30]=[N-:31], predict the reaction product. The product is: [N:29]([C@@H:32]1[CH2:37][CH2:36][C@@H:35]([NH:38][C:25]([C:21]2[C:17]3[N:18]=[CH:19][N:20]=[C:15]([C:7]4[CH:8]=[C:9]([CH:12]([F:14])[F:13])[CH:10]=[CH:11][C:6]=4[O:5][CH2:4][CH:1]4[CH2:2][CH2:3]4)[C:16]=3[NH:23][C:22]=2[CH3:24])=[O:26])[C@H:34]([F:39])[CH2:33]1)=[N+:30]=[N-:31]. (5) Given the reactants [C:1]1([CH2:7][CH2:8][NH2:9])[CH:6]=[CH:5][CH:4]=[CH:3][CH:2]=1.Cl[S:11]([C:14]1[CH:23]=[CH:22][C:17]([C:18]([O:20]C)=[O:19])=[CH:16][CH:15]=1)(=[O:13])=[O:12].Cl[CH2:25][C:26]1[CH:31]=[CH:30][C:29]([O:32][CH3:33])=[CH:28][CH:27]=1, predict the reaction product. The product is: [CH3:33][O:32][C:29]1[CH:30]=[CH:31][C:26]([CH2:25][N:9]([CH2:8][CH2:7][C:1]2[CH:6]=[CH:5][CH:4]=[CH:3][CH:2]=2)[S:11]([C:14]2[CH:23]=[CH:22][C:17]([C:18]([OH:20])=[O:19])=[CH:16][CH:15]=2)(=[O:13])=[O:12])=[CH:27][CH:28]=1. (6) Given the reactants [C:1]([C:3]1[CH:4]=[C:5]([CH:10]=[CH:11][C:12]=1[O:13][CH:14]([CH3:16])[CH3:15])[C:6]([O:8]C)=[O:7])#[N:2].[OH-].[Na+], predict the reaction product. The product is: [C:1]([C:3]1[CH:4]=[C:5]([CH:10]=[CH:11][C:12]=1[O:13][CH:14]([CH3:16])[CH3:15])[C:6]([OH:8])=[O:7])#[N:2]. (7) Given the reactants [Br:1][C:2]1[CH:3]=[C:4]([N:8]2[C:12]([C:13]3[CH:18]=[CH:17][CH:16]=[C:15]([Cl:19])[CH:14]=3)=[CH:11][C:10]([C:20](O)=[O:21])=[N:9]2)[CH:5]=[CH:6][CH:7]=1.ClC1C=C(N2C(C3C=CC=C(OCCO)C=3)=CC(C([N:47]3[CH2:51][C:50](=[O:52])[NH:49][CH2:48]3)=O)=N2)C=CC=1, predict the reaction product. The product is: [Br:1][C:2]1[CH:3]=[C:4]([N:8]2[C:12]([C:13]3[CH:18]=[CH:17][CH:16]=[C:15]([Cl:19])[CH:14]=3)=[CH:11][C:10]([C:20]([N:47]3[CH2:51][C:50](=[O:52])[NH:49][CH2:48]3)=[O:21])=[N:9]2)[CH:5]=[CH:6][CH:7]=1.